This data is from Full USPTO retrosynthesis dataset with 1.9M reactions from patents (1976-2016). The task is: Predict the reactants needed to synthesize the given product. (1) The reactants are: [F:1][C:2]1[CH:25]=[CH:24][CH:23]=[C:22]([F:26])[C:3]=1[C:4]([NH:6][C:7]1[CH:12]=[CH:11][C:10]([S:13][C:14]2[N:19]=[C:18](Cl)[CH:17]=[C:16]([Cl:21])[N:15]=2)=[CH:9][CH:8]=1)=[O:5].[CH3:27][C:28]1[CH:29]=[C:30]([NH2:33])[NH:31][N:32]=1.[I-].[Na+].C(N(C(C)C)CC)(C)C. Given the product [F:26][C:22]1[CH:23]=[CH:24][CH:25]=[C:2]([F:1])[C:3]=1[C:4]([NH:6][C:7]1[CH:8]=[CH:9][C:10]([S:13][C:14]2[N:15]=[C:16]([Cl:21])[CH:17]=[C:18]([NH:33][C:30]3[NH:31][N:32]=[C:28]([CH3:27])[CH:29]=3)[N:19]=2)=[CH:11][CH:12]=1)=[O:5], predict the reactants needed to synthesize it. (2) Given the product [CH3:24][CH:23]([O:25][C:26]1[N:31]=[CH:30][C:29]([C:32]2[O:34][N:58]=[C:41]([C:42]3[CH:50]=[C:49]4[C:45]([C:46]([CH2:51][CH2:52][C:53]([O:55][CH2:56][CH3:57])=[O:54])=[CH:47][NH:48]4)=[CH:44][CH:43]=3)[N:40]=2)=[CH:28][C:27]=1[C:35]([F:38])([F:37])[F:36])[CH3:22], predict the reactants needed to synthesize it. The reactants are: CCN=C=NCCCN(C)C.C1C=CC2N(O)N=NC=2C=1.[CH3:22][CH:23]([O:25][C:26]1[N:31]=[CH:30][C:29]([C:32]([OH:34])=O)=[CH:28][C:27]=1[C:35]([F:38])([F:37])[F:36])[CH3:24].O[NH:40]/[C:41](=[N:58]\[H])/[C:42]1[CH:50]=[C:49]2[C:45]([C:46]([CH2:51][CH2:52][C:53]([O:55][CH2:56][CH3:57])=[O:54])=[CH:47][NH:48]2)=[CH:44][CH:43]=1.CCCC[N+](CCCC)(CCCC)CCCC.[F-]. (3) Given the product [F:14][C:15]1[CH:20]=[CH:19][CH:18]=[CH:17][C:16]=1[O:21][C:22]1[CH:23]=[C:24]([CH2:25][NH:26][C:4](=[O:6])[C:3]2[CH:7]=[CH:8][C:9]([CH2:11][O:12][CH3:13])=[N:10][C:2]=2[NH2:1])[CH:27]=[CH:28][CH:29]=1, predict the reactants needed to synthesize it. The reactants are: [NH2:1][C:2]1[N:10]=[C:9]([CH2:11][O:12][CH3:13])[CH:8]=[CH:7][C:3]=1[C:4]([OH:6])=O.[F:14][C:15]1[CH:20]=[CH:19][CH:18]=[CH:17][C:16]=1[O:21][C:22]1[CH:23]=[C:24]([CH:27]=[CH:28][CH:29]=1)[CH2:25][NH2:26].C(N(CC)CC)C.CN([P+](ON1N=NC2C=CC=CC1=2)(N(C)C)N(C)C)C.F[P-](F)(F)(F)(F)F. (4) Given the product [Cl:1][C:2]1[CH:10]=[C:9]([Cl:11])[CH:8]=[CH:7][C:3]=1[C:4]([Cl:20])=[O:5], predict the reactants needed to synthesize it. The reactants are: [Cl:1][C:2]1[CH:10]=[C:9]([Cl:11])[CH:8]=[CH:7][C:3]=1[C:4](O)=[O:5].CN(C)C=O.C(Cl)(=O)C([Cl:20])=O. (5) Given the product [NH3:10].[Cl:7][C:8]1[C:17]2[C:12](=[CH:13][C:14]([S:18]([N:21]3[CH2:28][CH2:27][CH2:26][C@@H:22]3[C:23]([NH2:34])=[O:25])(=[O:19])=[O:20])=[CH:15][CH:16]=2)[C:11]([NH:29][C:30]([NH2:32])=[NH:31])=[N:10][CH:9]=1, predict the reactants needed to synthesize it. The reactants are: C(Cl)(=O)C(Cl)=O.[Cl:7][C:8]1[C:17]2[C:12](=[CH:13][C:14]([S:18]([N:21]3[CH2:28][CH2:27][CH2:26][C@@H:22]3[C:23]([OH:25])=O)(=[O:20])=[O:19])=[CH:15][CH:16]=2)[C:11]([NH:29][C:30]([NH2:32])=[NH:31])=[N:10][CH:9]=1.C[N:34](C=O)C.N. (6) The reactants are: Cl.FC1C=C(C=CC=1)CN1C=C(C2C3C(=NC=C(C4C=CC(C5CCNCC5)=CC=4)C=3)N(S(C3C=CC(C)=CC=3)(=O)=O)C=2)C=N1.[F:46][C:47]1[CH:48]=[C:49]([CH:96]=[CH:97][CH:98]=1)[CH2:50][N:51]1[CH:55]=[C:54]([C:56]2[C:64]3[C:59](=[N:60][CH:61]=[C:62]([C:65]4[CH:70]=[CH:69][C:68]([N:71]5[CH2:76][CH2:75][N:74]([CH2:77][C:78]([NH2:80])=[O:79])[CH2:73][CH2:72]5)=[C:67]([NH:81][S:82]([CH3:85])(=[O:84])=[O:83])[CH:66]=4)[CH:63]=3)[N:58](S(C3C=CC(C)=CC=3)(=O)=O)[CH:57]=2)[CH:53]=[N:52]1.[OH-].[Li+]. Given the product [F:46][C:47]1[CH:48]=[C:49]([CH:96]=[CH:97][CH:98]=1)[CH2:50][N:51]1[CH:55]=[C:54]([C:56]2[C:64]3[C:59](=[N:60][CH:61]=[C:62]([C:65]4[CH:70]=[CH:69][C:68]([N:71]5[CH2:72][CH2:73][N:74]([CH2:77][C:78]([NH2:80])=[O:79])[CH2:75][CH2:76]5)=[C:67]([NH:81][S:82]([CH3:85])(=[O:83])=[O:84])[CH:66]=4)[CH:63]=3)[NH:58][CH:57]=2)[CH:53]=[N:52]1, predict the reactants needed to synthesize it. (7) Given the product [I:29][C:20]1[CH:21]=[C:22]([C:25]([F:28])([F:26])[F:27])[CH:23]=[CH:24][C:19]=1[C:17]1[N:16]=[CH:15][N:14]=[C:13]([NH:1][C:2]2[CH:10]=[CH:9][CH:8]=[C:7]3[C:3]=2[CH2:4][CH:5]([OH:11])[CH2:6]3)[CH:18]=1, predict the reactants needed to synthesize it. The reactants are: [NH2:1][C:2]1[CH:10]=[CH:9][CH:8]=[C:7]2[C:3]=1[CH2:4][CH:5]([OH:11])[CH2:6]2.Cl[C:13]1[CH:18]=[C:17]([C:19]2[CH:24]=[CH:23][C:22]([C:25]([F:28])([F:27])[F:26])=[CH:21][C:20]=2[I:29])[N:16]=[CH:15][N:14]=1.C(N(C(C)C)CC)(C)C. (8) Given the product [CH3:19][C:15]1[CH:14]=[CH:13][CH:12]=[C:11]2[C:16]=1[C:17](=[O:18])[N:8]([CH:41]([O:46][C:47]1[CH:48]=[CH:49][CH:50]=[CH:51][CH:52]=1)[C:42]([NH2:44])=[O:43])[C:9]([CH:20]([NH:22][C:23]1[N:31]=[CH:30][N:29]=[C:28]3[C:24]=1[N:25]=[CH:26][NH:27]3)[CH3:21])=[N:10]2, predict the reactants needed to synthesize it. The reactants are: OC1C=C([N:8]2[C:17](=[O:18])[C:16]3[C:11](=[CH:12][CH:13]=[CH:14][C:15]=3[CH3:19])[N:10]=[C:9]2[CH:20]([NH:22][C:23]2[N:31]=[CH:30][N:29]=[C:28]3[C:24]=2[N:25]=[CH:26][N:27]3COCC[Si](C)(C)C)[CH3:21])C=CC=1.Br[CH2:41][C:42]([NH2:44])=[O:43].C[O:46][C:47]1[CH:48]=[C:49](N2C(=O)C3C(=CC=CC=3C)N=C2C(NC2N=CN=C3C=2N=CN3COCC[Si](C)(C)C)C)[CH:50]=[CH:51][CH:52]=1.Cl.OC1C=C(N2C(=O)C3C(=CC=CC=3C)N=C2C(NC2N=CN=C3C=2N=CN3)C)C=CC=1.